Dataset: Full USPTO retrosynthesis dataset with 1.9M reactions from patents (1976-2016). Task: Predict the reactants needed to synthesize the given product. (1) The reactants are: Br[C:2]1[CH:10]=[CH:9][C:5]([C:6]([NH2:8])=[O:7])=[CH:4][CH:3]=1.B1(B2OC(C)(C)C(C)(C)O2)OC(C)(C)C(C)(C)O1.C([O-])(=O)C.[K+].[C:34]([O:38][C:39]([NH:41][C:42]([CH3:62])([CH3:61])[CH2:43][C:44]1[C:52]2[C:47](=[C:48](OS(C(F)(F)F)(=O)=O)[CH:49]=[CH:50][CH:51]=2)[NH:46][CH:45]=1)=[O:40])([CH3:37])([CH3:36])[CH3:35].C(=O)([O-])[O-].[Na+].[Na+]. Given the product [C:34]([O:38][C:39](=[O:40])[NH:41][C:42]([CH3:62])([CH3:61])[CH2:43][C:44]1[C:52]2[C:47](=[C:48]([C:2]3[CH:10]=[CH:9][C:5]([C:6](=[O:7])[NH2:8])=[CH:4][CH:3]=3)[CH:49]=[CH:50][CH:51]=2)[NH:46][CH:45]=1)([CH3:37])([CH3:35])[CH3:36], predict the reactants needed to synthesize it. (2) Given the product [CH2:12]=[CH:7][C:1]1[CH:6]=[CH:5][CH:4]=[CH:3][CH:2]=1.[CH2:12]=[CH2:13], predict the reactants needed to synthesize it. The reactants are: [C:1]1([CH3:7])[CH:6]=[CH:5][CH:4]=[CH:3][CH:2]=1.Cl(O)(=O)=O.[CH2:12](O)[CH3:13]. (3) Given the product [Br:20][C:18]1[CH:17]=[CH:16][C:13]2[C:14]3[N:15]=[C:6]([C:4]([OH:5])=[O:3])[S:7][C:8]=3[CH2:9][CH2:10][O:11][C:12]=2[CH:19]=1, predict the reactants needed to synthesize it. The reactants are: C([O:3][C:4]([C:6]1[S:7][C:8]2[CH2:9][CH2:10][O:11][C:12]3[CH:19]=[C:18]([Br:20])[CH:17]=[CH:16][C:13]=3[C:14]=2[N:15]=1)=[O:5])C.[OH-].[Na+].CO.Cl. (4) Given the product [CH3:15][O:14][C:9]1[CH:10]=[CH:11][CH:12]=[CH:13][C:8]=1[C:6]1[N:5]=[CH:4][N:3]=[C:2]([NH:16][NH2:17])[CH:7]=1, predict the reactants needed to synthesize it. The reactants are: Cl[C:2]1[CH:7]=[C:6]([C:8]2[CH:13]=[CH:12][CH:11]=[CH:10][C:9]=2[O:14][CH3:15])[N:5]=[CH:4][N:3]=1.[NH2:16][NH2:17].C(=O)([O-])[O-].[K+].[K+]. (5) Given the product [Cl:14][C:9]1[CH:10]=[CH:11][CH:12]=[CH:13][C:8]=1[CH2:7][N:6]1[C:2]2[NH:1][C:19](=[O:18])[NH:17][C:15](=[O:16])[C:3]=2[N:4]=[N:5]1, predict the reactants needed to synthesize it. The reactants are: [NH2:1][C:2]1[N:6]([CH2:7][C:8]2[CH:13]=[CH:12][CH:11]=[CH:10][C:9]=2[Cl:14])[N:5]=[N:4][C:3]=1[C:15]([NH2:17])=[O:16].[O-:18][CH2:19]C.[Na+].C(=O)(OCC)OCC. (6) Given the product [C:15]1([CH3:27])[CH:16]=[CH:17][C:18]([S:21]([NH:24][C:25]([NH:1][C:2]2[CH:3]=[C:4]([CH:12]=[CH:13][CH:14]=2)[C:5]([O:7][CH2:8][CH2:9][CH2:10][CH3:11])=[O:6])=[O:26])(=[O:22])=[O:23])=[CH:19][CH:20]=1, predict the reactants needed to synthesize it. The reactants are: [NH2:1][C:2]1[CH:3]=[C:4]([CH:12]=[CH:13][CH:14]=1)[C:5]([O:7][CH2:8][CH2:9][CH2:10][CH3:11])=[O:6].[C:15]1([CH3:27])[CH:20]=[CH:19][C:18]([S:21]([N:24]=[C:25]=[O:26])(=[O:23])=[O:22])=[CH:17][CH:16]=1. (7) Given the product [SH:17][C:14]1[N:13]([C:18]2[CH:19]=[CH:20][C:21]([CH3:24])=[CH:22][CH:23]=2)[C:12]([CH:10]=[O:11])=[CH:16][N:15]=1, predict the reactants needed to synthesize it. The reactants are: [H-].[Al+3].[Li+].[H-].[H-].[H-].CON(C)[C:10]([C:12]1[N:13]([C:18]2[CH:23]=[CH:22][C:21]([CH3:24])=[CH:20][CH:19]=2)[C:14]([SH:17])=[N:15][CH:16]=1)=[O:11].